Dataset: Catalyst prediction with 721,799 reactions and 888 catalyst types from USPTO. Task: Predict which catalyst facilitates the given reaction. (1) Reactant: [CH3:1][NH:2][CH2:3][C:4]([O:6][C@H:7]([CH3:45])[CH2:8][N:9]1[C:13]([CH3:14])=[C:12]([C:15](=[O:37])[NH:16][C:17]2[CH:22]=[CH:21][C:20]([O:23][C:24]3[C:33]4[C:28](=[CH:29][C:30]([O:34][CH3:35])=[CH:31][CH:32]=4)[N:27]=[CH:26][CH:25]=3)=[C:19]([F:36])[CH:18]=2)[C:11](=[O:38])[N:10]1[C:39]1[CH:44]=[CH:43][CH:42]=[CH:41][CH:40]=1)=[O:5].[C:46]([OH:53])(=[O:52])/[CH:47]=[CH:48]\[C:49]([OH:51])=[O:50]. Product: [C:46]([OH:53])(=[O:52])/[CH:47]=[CH:48]\[C:49]([OH:51])=[O:50].[CH3:1][NH:2][CH2:3][C:4]([O:6][C@H:7]([CH3:45])[CH2:8][N:9]1[C:13]([CH3:14])=[C:12]([C:15](=[O:37])[NH:16][C:17]2[CH:22]=[CH:21][C:20]([O:23][C:24]3[C:33]4[C:28](=[CH:29][C:30]([O:34][CH3:35])=[CH:31][CH:32]=4)[N:27]=[CH:26][CH:25]=3)=[C:19]([F:36])[CH:18]=2)[C:11](=[O:38])[N:10]1[C:39]1[CH:40]=[CH:41][CH:42]=[CH:43][CH:44]=1)=[O:5]. The catalyst class is: 513. (2) Reactant: [CH3:1][O:2][N:3]=[C:4]1[N:8]([CH:9]2[CH2:14][CH2:13][NH:12][CH2:11][CH2:10]2)[C@H:7]([C:15]2[CH:20]=[CH:19][CH:18]=[CH:17][CH:16]=2)[CH2:6][O:5]1.[CH:21]1([NH:24][C:25](=[O:42])[C:26]2[CH:31]=[CH:30][C:29]([O:32][C:33]3[CH:38]=[CH:37][C:36]([CH:39]=O)=[C:35]([CH3:41])[N:34]=3)=[CH:28][CH:27]=2)[CH2:23][CH2:22]1.[BH-](OC(C)=O)(OC(C)=O)OC(C)=O.[Na+]. Product: [CH:21]1([NH:24][C:25](=[O:42])[C:26]2[CH:27]=[CH:28][C:29]([O:32][C:33]3[CH:38]=[CH:37][C:36]([CH2:39][N:12]4[CH2:11][CH2:10][CH:9]([N:8]5[C@H:7]([C:15]6[CH:20]=[CH:19][CH:18]=[CH:17][CH:16]=6)[CH2:6][O:5][C:4]5=[N:3][O:2][CH3:1])[CH2:14][CH2:13]4)=[C:35]([CH3:41])[N:34]=3)=[CH:30][CH:31]=2)[CH2:23][CH2:22]1. The catalyst class is: 2. (3) Reactant: [C:1]([C:5]1[CH:9]=[C:8]([NH2:10])[N:7]([C:11]2[CH:12]=[N:13][CH:14]=[C:15]([F:17])[CH:16]=2)[N:6]=1)([CH3:4])([CH3:3])[CH3:2].C(=O)([O-])[O-].[K+].[K+].Cl[C:25]([O:27][C:28]1[CH:33]=[CH:32][CH:31]=[CH:30][CH:29]=1)=[O:26]. Product: [C:1]([C:5]1[CH:9]=[C:8]([NH:10][C:25](=[O:26])[O:27][C:28]2[CH:33]=[CH:32][CH:31]=[CH:30][CH:29]=2)[N:7]([C:11]2[CH:12]=[N:13][CH:14]=[C:15]([F:17])[CH:16]=2)[N:6]=1)([CH3:4])([CH3:2])[CH3:3]. The catalyst class is: 2. (4) Reactant: [NH2:1][C:2]1[C:11]2[N:12]=[C:13]([CH2:26][O:27][CH2:28][CH3:29])[N:14]([CH2:15][CH2:16][CH2:17][NH:18]C(=O)OC(C)(C)C)[C:10]=2[C:9]2[CH:8]=[CH:7][CH:6]=[CH:5][C:4]=2[N:3]=1.Cl. Product: [NH2:18][CH2:17][CH2:16][CH2:15][N:14]1[C:10]2[C:9]3[CH:8]=[CH:7][CH:6]=[CH:5][C:4]=3[N:3]=[C:2]([NH2:1])[C:11]=2[N:12]=[C:13]1[CH2:26][O:27][CH2:28][CH3:29]. The catalyst class is: 5. (5) Reactant: F[C:2]1[CH:7]=[C:6]([F:8])[CH:5]=[CH:4][C:3]=1[N+:9]([O-:11])=[O:10].CCN(C(C)C)C(C)C.[CH2:21]([NH2:28])[C:22]1[CH:27]=[CH:26][CH:25]=[CH:24][CH:23]=1. Product: [CH2:21]([NH:28][C:2]1[CH:7]=[C:6]([F:8])[CH:5]=[CH:4][C:3]=1[N+:9]([O-:11])=[O:10])[C:22]1[CH:27]=[CH:26][CH:25]=[CH:24][CH:23]=1. The catalyst class is: 12. (6) Reactant: C1(P(C2C=CC=CC=2)C2C=CC=CC=2)C=CC=CC=1.ClCCl.C1(C)C=CC=CC=1.CCOC(/N=N/C(OCC)=O)=O.O[CH2:43][CH2:44][O:45][CH2:46][C:47](=[O:63])[O:48][CH2:49][CH2:50][O:51][CH2:52][C:53](=[O:62])[O:54][CH2:55][CH2:56][O:57][CH2:58][C:59]([OH:61])=[O:60]. Product: [O:60]1[CH2:43][CH2:44][O:45][CH2:46][C:47](=[O:63])[O:48][CH2:49][CH2:50][O:51][CH2:52][C:53](=[O:62])[O:54][CH2:55][CH2:56][O:57][CH2:58][C:59]1=[O:61]. The catalyst class is: 11. (7) The catalyst class is: 43. Product: [NH2:1][C:4]1[CH:5]=[C:6]([CH:7]=[C:8]([C:9]([O:11][CH3:12])=[O:10])[CH:13]=1)[C:14]([OH:16])=[O:15]. Reactant: [N+:1]([C:4]1[CH:5]=[C:6]([C:14]([O-:16])=[O:15])[CH:7]=[C:8]([CH:13]=1)[C:9]([O:11][CH3:12])=[O:10])([O-])=O. (8) Reactant: Cl.[Cl:2][C:3]1[CH:11]=[C:10]2[C:6]([C:7]([C:12]([O:14]C)=[O:13])=[CH:8][NH:9]2)=[CH:5][C:4]=1[C:16]1[CH:21]=[CH:20][C:19]([O:22][CH2:23][C@@H:24]2[CH2:28][CH2:27][CH2:26][NH:25]2)=[C:18]([O:29][CH3:30])[CH:17]=1.O1CCCC1.[OH-].[Na+]. Product: [Cl:2][C:3]1[CH:11]=[C:10]2[C:6]([C:7]([C:12]([OH:14])=[O:13])=[CH:8][NH:9]2)=[CH:5][C:4]=1[C:16]1[CH:21]=[CH:20][C:19]([O:22][CH2:23][C@@H:24]2[CH2:28][CH2:27][CH2:26][NH:25]2)=[C:18]([O:29][CH3:30])[CH:17]=1. The catalyst class is: 5. (9) Reactant: [CH2:1]([O:8][C:9]1[CH:13]=[C:12]([C:14](OC)=[O:15])[N:11]([C:18]2[CH:23]=[CH:22][CH:21]=[CH:20][CH:19]=2)[N:10]=1)[C:2]1[CH:7]=[CH:6][CH:5]=[CH:4][CH:3]=1.[H-].[Li+].[Al+3].[H-].[H-].[H-].O.O.O.O.O.O.O.O.O.O.[O-]S([O-])(=O)=O.[Na+].[Na+]. Product: [CH2:1]([O:8][C:9]1[CH:13]=[C:12]([CH2:14][OH:15])[N:11]([C:18]2[CH:23]=[CH:22][CH:21]=[CH:20][CH:19]=2)[N:10]=1)[C:2]1[CH:3]=[CH:4][CH:5]=[CH:6][CH:7]=1. The catalyst class is: 7.